Predict the product of the given reaction. From a dataset of Forward reaction prediction with 1.9M reactions from USPTO patents (1976-2016). (1) Given the reactants Cl[C:2]1[C:3]([CH:19]([F:21])[F:20])=[CH:4][C:5]2[C:14]3[C:9](=[C:10]([CH3:15])[N:11]=[CH:12][CH:13]=3)[C:8](=[O:16])[N:7]([CH3:17])[C:6]=2[CH:18]=1.[OH:22][CH2:23][C@@H:24]([NH:29][C:30](=[O:36])[O:31][C:32]([CH3:35])([CH3:34])[CH3:33])[CH2:25][CH:26]([CH3:28])[CH3:27].C(P(C(C)(C)C)C1C=CC=CC=1C1C(C(C)C)=CC(C(C)C)=CC=1C(C)C)(C)(C)C.C([O-])([O-])=O.[Cs+].[Cs+], predict the reaction product. The product is: [F:20][CH:19]([F:21])[C:3]1[C:2]([O:22][CH2:23][C@@H:24]([NH:29][C:30](=[O:36])[O:31][C:32]([CH3:33])([CH3:35])[CH3:34])[CH2:25][CH:26]([CH3:28])[CH3:27])=[CH:18][C:6]2[N:7]([CH3:17])[C:8](=[O:16])[C:9]3[C:14]([C:5]=2[CH:4]=1)=[CH:13][CH:12]=[N:11][C:10]=3[CH3:15]. (2) Given the reactants Br[C:2]1[CH:10]=[CH:9][C:8]([CH3:11])=[CH:7][C:3]=1[C:4]([OH:6])=[O:5].[F:12][C:13]([F:17])([F:16])[CH2:14][NH2:15].C(=O)([O-])[O-].[K+].[K+].CN(C=O)C, predict the reaction product. The product is: [CH3:11][C:8]1[CH:9]=[CH:10][C:2]([NH:15][CH2:14][C:13]([F:17])([F:16])[F:12])=[C:3]([CH:7]=1)[C:4]([OH:6])=[O:5]. (3) Given the reactants O=[C:2]([CH2:8][C:9]([O:11]C)=O)[CH2:3][C:4]([O:6][CH3:7])=[O:5].[C:13]1([NH:19][NH2:20])[CH:18]=[CH:17][CH:16]=[CH:15][CH:14]=1, predict the reaction product. The product is: [OH:11][C:9]1[N:19]([C:13]2[CH:18]=[CH:17][CH:16]=[CH:15][CH:14]=2)[N:20]=[C:2]([CH2:3][C:4]([O:6][CH3:7])=[O:5])[CH:8]=1. (4) Given the reactants [Br:1][CH2:2][CH2:3][CH2:4][CH:5]=[CH2:6].[CH3:7][C@:8]12[CH2:25][CH2:24][C@H:23]3[C@@H:13]([CH2:14][CH2:15][C:16]4[C@:21]3([CH3:22])[CH:20]=[CH:19][C:18](=[O:26])[CH:17]=4)[C@@H:12]1[CH2:11][CH2:10][C:9]2=[O:27].C[Si](Cl)(C)C, predict the reaction product. The product is: [Br:1][CH2:2][CH2:3][CH2:4][CH2:5][CH2:6][C@@H:20]1[C@@:21]2([CH3:22])[C:16]([CH2:15][CH2:14][C@@H:13]3[C@@H:23]2[CH2:24][CH2:25][C@@:8]2([CH3:7])[C@H:12]3[CH2:11][CH2:10][C:9]2=[O:27])=[CH:17][C:18](=[O:26])[CH2:19]1. (5) Given the reactants [OH:1][C:2]1[N:6]([CH3:7])[N:5]=[C:4]([C:8]([F:11])([F:10])[F:9])[CH:3]=1.[C:12](=[O:15])([O-])[O-].[K+].[K+].[CH2:18]=O.CI, predict the reaction product. The product is: [OH:15][CH2:12][C:3]1[C:4]([C:8]([F:11])([F:10])[F:9])=[N:5][N:6]([CH3:7])[C:2]=1[O:1][CH3:18].